Dataset: HIV replication inhibition screening data with 41,000+ compounds from the AIDS Antiviral Screen. Task: Binary Classification. Given a drug SMILES string, predict its activity (active/inactive) in a high-throughput screening assay against a specified biological target. The result is 0 (inactive). The molecule is CS(=O)(=O)c1cnnc2ccccc12.